From a dataset of Forward reaction prediction with 1.9M reactions from USPTO patents (1976-2016). Predict the product of the given reaction. (1) Given the reactants Br[C:2]1[CH:7]=[CH:6][C:5]([Cl:8])=[CH:4][CH:3]=1.C(O[Na])(C)(C)C.C1C=CC(P(C2C(C3C(P(C4C=CC=CC=4)C4C=CC=CC=4)=CC=C4C=3C=CC=C4)=C3C(C=CC=C3)=CC=2)C2C=CC=CC=2)=CC=1.[CH:61]1([NH2:64])[CH2:63][CH2:62]1, predict the reaction product. The product is: [Cl:8][C:5]1[CH:6]=[CH:7][C:2]([NH:64][CH:61]2[CH2:63][CH2:62]2)=[CH:3][CH:4]=1. (2) Given the reactants [O:1]1[C:6]2=[C:7]3[C:12](=[CH:13][CH:14]=[C:5]2[O:4][CH2:3][C@@H:2]1[CH2:15]OS(C1C=CC(C)=CC=1)(=O)=O)[N:11]=[CH:10][N:9]=[CH:8]3.[F:27][C:28]1[CH:29]=[C:30]2[C:34](=[CH:35][CH:36]=1)[NH:33][CH:32]=[C:31]2[C:37]1[CH2:38][CH2:39][NH:40][CH2:41][CH:42]=1.C(=O)(O)[O-].[Na+], predict the reaction product. The product is: [F:27][C:28]1[CH:29]=[C:30]2[C:34](=[CH:35][CH:36]=1)[NH:33][CH:32]=[C:31]2[C:37]1[CH2:38][CH2:39][N:40]([CH2:15][CH:2]2[O:1][C:6]3=[C:7]4[C:12](=[CH:13][CH:14]=[C:5]3[O:4][CH2:3]2)[N:11]=[CH:10][N:9]=[CH:8]4)[CH2:41][CH:42]=1. (3) The product is: [Cl:1][C:2]1[CH:10]=[C:9]2[C:5]([CH:6]=[N:7][N:8]2[C:11]2[CH:12]=[CH:13][C:14]([F:17])=[CH:15][CH:16]=2)=[CH:4][C:3]=1[O:18][CH:19]([C:23]1[CH:24]=[CH:25][C:26]([F:29])=[CH:27][CH:28]=1)[CH:20]([NH:22][C:32](=[O:33])[C:31]([F:42])([F:41])[F:30])[CH3:21]. Given the reactants [Cl:1][C:2]1[CH:10]=[C:9]2[C:5]([CH:6]=[N:7][N:8]2[C:11]2[CH:16]=[CH:15][C:14]([F:17])=[CH:13][CH:12]=2)=[CH:4][C:3]=1[O:18][CH:19]([C:23]1[CH:28]=[CH:27][C:26]([F:29])=[CH:25][CH:24]=1)[CH:20]([NH2:22])[CH3:21].[F:30][C:31]([F:42])([F:41])[C:32](O[C:32](=[O:33])[C:31]([F:42])([F:41])[F:30])=[O:33].O.CC#N, predict the reaction product. (4) Given the reactants [NH2:1][C:2]1[CH:3]=[C:4]([NH:8][C:9]2[CH:17]=[C:16]3[C:12]([CH2:13][C:14](=[O:18])[NH:15]3)=[CH:11][CH:10]=2)[CH:5]=[CH:6][CH:7]=1.[CH3:19][C:20]1[N:21]=[CH:22][N:23]([C:25]2[CH:26]=[C:27]([CH:31]=[C:32]([C:34]([F:37])([F:36])[F:35])[CH:33]=2)[C:28](O)=[O:29])[CH:24]=1.C(N(CC)C(C)C)(C)C.CN(C(ON1N=NC2C=CC=NC1=2)=[N+](C)C)C.F[P-](F)(F)(F)(F)F, predict the reaction product. The product is: [CH3:19][C:20]1[N:21]=[CH:22][N:23]([C:25]2[CH:26]=[C:27]([CH:31]=[C:32]([C:34]([F:37])([F:35])[F:36])[CH:33]=2)[C:28]([NH:1][C:2]2[CH:7]=[CH:6][CH:5]=[C:4]([NH:8][C:9]3[CH:17]=[C:16]4[C:12]([CH2:13][C:14](=[O:18])[NH:15]4)=[CH:11][CH:10]=3)[CH:3]=2)=[O:29])[CH:24]=1. (5) The product is: [I:12][C:5]1[C:4]([C:7]([O:9][CH2:10][CH3:11])=[O:8])=[N:3][NH:2][CH:6]=1. Given the reactants C[N:2]1[CH:6]=[CH:5][C:4]([C:7]([O:9][CH2:10][CH3:11])=[O:8])=[N:3]1.[I:12]I.O=[N+]([O-])[O-].[O-][N+](=O)[O-].[O-][N+](=O)[O-].[O-][N+](=O)[O-].[O-][N+](=O)[O-].[O-][N+](=O)[O-].[Ce+4].[NH4+].[NH4+], predict the reaction product. (6) Given the reactants [Cl:1][C:2]1[CH:3]=[C:4]([N:11]2[C:15](=[O:16])[N:14]([CH3:17])[N:13]=[N:12]2)[CH:5]=[C:6]([N+:8]([O-])=O)[CH:7]=1.O.O.Cl[Sn]Cl, predict the reaction product. The product is: [NH2:8][C:6]1[CH:7]=[C:2]([Cl:1])[CH:3]=[C:4]([N:11]2[C:15](=[O:16])[N:14]([CH3:17])[N:13]=[N:12]2)[CH:5]=1. (7) The product is: [CH2:1]([O:8][C:9]1[CH:18]=[CH:17][CH:16]=[C:15]2[C:10]=1[CH2:11][CH2:12][CH2:13][CH:14]2[C:19]([N:21]([C:22]1[CH:23]=[CH:24][C:25]([O:28][CH3:29])=[CH:26][CH:27]=1)[CH2:42][C:40]1[CH:41]=[N:37][NH:38][CH:39]=1)=[O:20])[C:2]1[CH:7]=[CH:6][CH:5]=[CH:4][CH:3]=1. Given the reactants [CH2:1]([O:8][C:9]1[CH:18]=[CH:17][CH:16]=[C:15]2[C:10]=1[CH2:11][CH2:12][CH2:13][CH:14]2[C:19]([NH:21][C:22]1[CH:27]=[CH:26][C:25]([O:28][CH3:29])=[CH:24][CH:23]=1)=[O:20])[C:2]1[CH:7]=[CH:6][CH:5]=[CH:4][CH:3]=1.C(OC([N:37]1[CH:41]=[C:40]([CH2:42]O)[CH:39]=[N:38]1)=O)(C)(C)C, predict the reaction product. (8) Given the reactants [CH3:1][O:2][C:3](=[O:20])[C:4]([C:7]1[CH:12]=[CH:11][C:10]([CH2:13][CH2:14]OS(C)(=O)=O)=[CH:9][CH:8]=1)([CH3:6])[CH3:5].C(=O)([O-])[O-].[Na+].[Na+].[NH:27]1[CH2:32][CH2:31][CH:30]([C:33]2[NH:37][C:36]3[CH:38]=[CH:39][CH:40]=[CH:41][C:35]=3[N:34]=2)[CH2:29][CH2:28]1.CO, predict the reaction product. The product is: [CH3:1][O:2][C:3](=[O:20])[C:4]([C:7]1[CH:12]=[CH:11][C:10]([CH2:13][CH2:14][N:27]2[CH2:28][CH2:29][CH:30]([C:33]3[NH:34][C:35]4[CH:41]=[CH:40][CH:39]=[CH:38][C:36]=4[N:37]=3)[CH2:31][CH2:32]2)=[CH:9][CH:8]=1)([CH3:6])[CH3:5].